From a dataset of Retrosynthesis with 50K atom-mapped reactions and 10 reaction types from USPTO. Predict the reactants needed to synthesize the given product. (1) Given the product Cc1ccc2c(c1)c(C(=O)N1CCN(c3cnc(C(=O)O)cn3)CC1)c(-c1ccccc1)n2C, predict the reactants needed to synthesize it. The reactants are: COC(=O)c1cnc(N2CCN(C(=O)c3c(-c4ccccc4)n(C)c4ccc(C)cc34)CC2)cn1. (2) Given the product CCOC(=O)C1(CCCn2c(=O)ccc3ccc(OC)cc32)CCN(CCOc2ccccc2)CC1, predict the reactants needed to synthesize it. The reactants are: BrCCOc1ccccc1.CCOC(=O)C1(CCCn2c(=O)ccc3ccc(OC)cc32)CCNCC1. (3) The reactants are: C=CCCc1ccc(CCc2ccc(O)cc2)cc1.CC[C@H](C)COc1ccc(C(=O)O)cc1F. Given the product C=CCCc1ccc(CCc2ccc(OC(=O)c3ccc(OC[C@@H](C)CC)c(F)c3)cc2)cc1, predict the reactants needed to synthesize it. (4) Given the product CCC1c2ccccc2-c2cc(Br)ccc2N1S(=O)(=O)c1ccc(O)cc1, predict the reactants needed to synthesize it. The reactants are: CCC1c2ccccc2-c2cc(Br)ccc2N1S(=O)(=O)c1ccc(OC)cc1. (5) Given the product CC[C@@H]1C[C@H](Nc2ncc(N3CCC(C(=O)O)CC3)c(Cc3cc(C(F)(F)F)cc(C(F)(F)F)c3)n2)c2nc(OC)ccc2N1C(=O)OC(C)(C)C, predict the reactants needed to synthesize it. The reactants are: CCOC(=O)C1CCN(c2cnc(N[C@H]3C[C@@H](CC)N(C(=O)OC(C)(C)C)c4ccc(OC)nc43)nc2Cc2cc(C(F)(F)F)cc(C(F)(F)F)c2)CC1. (6) Given the product CN(c1cccc2cc(-c3ncc(CCC(=O)NS(C)(=O)=O)s3)[nH]c12)S(=O)(=O)c1cccs1, predict the reactants needed to synthesize it. The reactants are: CN(c1cccc2cc(-c3ncc(CCC(=O)O)s3)[nH]c12)S(=O)(=O)c1cccs1.CS(N)(=O)=O. (7) Given the product Cc1c(N)cc(C(C)(C)C)cc1OCc1ccccc1, predict the reactants needed to synthesize it. The reactants are: Cc1c(OCc2ccccc2)cc(C(C)(C)C)cc1[N+](=O)[O-]. (8) Given the product Cc1ccc(F)cc1CC(C)Nc1cc[nH]c(=O)c1-c1nc2cc3c(cc2[nH]1)CN(C)C3=O, predict the reactants needed to synthesize it. The reactants are: Cc1ccc(F)cc1CC(C)Nc1cc[nH]c(=O)c1-c1nc2cc3c(cc2[nH]1)C(=O)N(C)C3=O. (9) Given the product CC(C)(C)OC(=O)NCC1CCN(c2cc(F)cc3ccc(-c4nnc5ccccn45)nc23)CC1, predict the reactants needed to synthesize it. The reactants are: CC(C)(C)OC(=O)NCC1CCNCC1.Fc1cc(Br)c2nc(-c3nnc4ccccn34)ccc2c1.